Regression. Given two drug SMILES strings and cell line genomic features, predict the synergy score measuring deviation from expected non-interaction effect. From a dataset of NCI-60 drug combinations with 297,098 pairs across 59 cell lines. (1) Drug 1: C1=CC(=CC=C1C#N)C(C2=CC=C(C=C2)C#N)N3C=NC=N3. Drug 2: C1C(C(OC1N2C=NC3=C(N=C(N=C32)Cl)N)CO)O. Cell line: HCC-2998. Synergy scores: CSS=50.0, Synergy_ZIP=-1.00, Synergy_Bliss=0.0884, Synergy_Loewe=-9.88, Synergy_HSA=2.81. (2) Drug 1: C1C(C(OC1N2C=C(C(=O)NC2=O)F)CO)O. Drug 2: CN1C(=O)N2C=NC(=C2N=N1)C(=O)N. Cell line: HCT-15. Synergy scores: CSS=34.1, Synergy_ZIP=8.67, Synergy_Bliss=9.00, Synergy_Loewe=-37.6, Synergy_HSA=0.0109. (3) Drug 1: COC1=NC(=NC2=C1N=CN2C3C(C(C(O3)CO)O)O)N. Drug 2: CC1C(C(CC(O1)OC2CC(CC3=C2C(=C4C(=C3O)C(=O)C5=C(C4=O)C(=CC=C5)OC)O)(C(=O)CO)O)N)O.Cl. Cell line: ACHN. Synergy scores: CSS=28.9, Synergy_ZIP=-2.24, Synergy_Bliss=-1.47, Synergy_Loewe=-22.7, Synergy_HSA=-3.03. (4) Drug 1: C1CC(C1)(C(=O)O)C(=O)O.[NH2-].[NH2-].[Pt+2]. Drug 2: CN(CCCl)CCCl.Cl. Cell line: NCI-H460. Synergy scores: CSS=47.4, Synergy_ZIP=-2.59, Synergy_Bliss=-5.05, Synergy_Loewe=-15.3, Synergy_HSA=-2.87. (5) Drug 1: CN(C(=O)NC(C=O)C(C(C(CO)O)O)O)N=O. Drug 2: CC1C(C(CC(O1)OC2CC(CC3=C2C(=C4C(=C3O)C(=O)C5=C(C4=O)C(=CC=C5)OC)O)(C(=O)CO)O)N)O.Cl. Cell line: T-47D. Synergy scores: CSS=36.5, Synergy_ZIP=-2.44, Synergy_Bliss=-5.15, Synergy_Loewe=-12.3, Synergy_HSA=-2.24. (6) Drug 1: C1=CC(=C2C(=C1NCCNCCO)C(=O)C3=C(C=CC(=C3C2=O)O)O)NCCNCCO. Drug 2: CCC(=C(C1=CC=CC=C1)C2=CC=C(C=C2)OCCN(C)C)C3=CC=CC=C3.C(C(=O)O)C(CC(=O)O)(C(=O)O)O. Cell line: NCI-H522. Synergy scores: CSS=52.8, Synergy_ZIP=3.16, Synergy_Bliss=2.59, Synergy_Loewe=-31.3, Synergy_HSA=2.99. (7) Drug 1: CNC(=O)C1=CC=CC=C1SC2=CC3=C(C=C2)C(=NN3)C=CC4=CC=CC=N4. Drug 2: CC1=CC=C(C=C1)C2=CC(=NN2C3=CC=C(C=C3)S(=O)(=O)N)C(F)(F)F. Cell line: OVCAR3. Synergy scores: CSS=-2.27, Synergy_ZIP=0.233, Synergy_Bliss=-1.93, Synergy_Loewe=-4.99, Synergy_HSA=-5.10. (8) Drug 1: C1CC(C1)(C(=O)O)C(=O)O.[NH2-].[NH2-].[Pt+2]. Drug 2: C1CC(=O)NC(=O)C1N2C(=O)C3=CC=CC=C3C2=O. Cell line: RPMI-8226. Synergy scores: CSS=27.1, Synergy_ZIP=-10.3, Synergy_Bliss=-3.46, Synergy_Loewe=-3.52, Synergy_HSA=-0.635. (9) Drug 1: COC1=CC(=CC(=C1O)OC)C2C3C(COC3=O)C(C4=CC5=C(C=C24)OCO5)OC6C(C(C7C(O6)COC(O7)C8=CC=CS8)O)O. Drug 2: C1=C(C(=O)NC(=O)N1)F. Cell line: NCI-H226. Synergy scores: CSS=33.0, Synergy_ZIP=-5.05, Synergy_Bliss=2.17, Synergy_Loewe=-2.37, Synergy_HSA=7.65.